This data is from Microsomal clearance measurements from AstraZeneca. The task is: Regression/Classification. Given a drug SMILES string, predict its absorption, distribution, metabolism, or excretion properties. Task type varies by dataset: regression for continuous measurements (e.g., permeability, clearance, half-life) or binary classification for categorical outcomes (e.g., BBB penetration, CYP inhibition). For this dataset (clearance_microsome_az), we predict log10(clearance) (log10 of the in vitro intrinsic clearance, CLint, in uL/min per mg of human liver microsomal protein, equivalently mL/min/g; values are censored to the assay range of 3 to 150, which is 0.477 to 2.18 on this log10 scale). (1) The drug is O=C(NCc1ccccc1)c1ccc2cccnc2c1O. The log10(clearance) is 1.69. (2) The drug is Cc1ccc(C(=O)c2ccc(CC(=O)O)n2C)cc1. The log10(clearance) is 0.600.